Dataset: Forward reaction prediction with 1.9M reactions from USPTO patents (1976-2016). Task: Predict the product of the given reaction. Given the reactants [Li+].C[Si]([N-][Si](C)(C)C)(C)C.[N:11]1[CH:16]=[CH:15][CH:14]=[C:13]([NH2:17])[CH:12]=1.F[C:19]1[CH:24]=[C:23]([F:25])[CH:22]=[CH:21][C:20]=1[N+:26]([O-:28])=[O:27], predict the reaction product. The product is: [F:25][C:23]1[CH:22]=[CH:21][C:20]([N+:26]([O-:28])=[O:27])=[C:19]([NH:17][C:13]2[CH:12]=[N:11][CH:16]=[CH:15][CH:14]=2)[CH:24]=1.